The task is: Predict the product of the given reaction.. This data is from Forward reaction prediction with 1.9M reactions from USPTO patents (1976-2016). (1) Given the reactants C1(P(C2C=CC=CC=2)C2C=CC=CC=2)C=CC=CC=1.BrN1C(=O)CCC1=O.[CH:28]1([CH2:33][CH:34]([C:38]2[CH:43]=[CH:42][C:41]([S:44]([CH2:47][CH3:48])(=[O:46])=[O:45])=[CH:40][CH:39]=2)[C:35]([OH:37])=O)[CH2:32][CH2:31][CH2:30][CH2:29]1.[NH2:49][C:50]1[S:51][CH:52]=[CH:53][N:54]=1, predict the reaction product. The product is: [CH:28]1([CH2:33][CH:34]([C:38]2[CH:43]=[CH:42][C:41]([S:44]([CH2:47][CH3:48])(=[O:46])=[O:45])=[CH:40][CH:39]=2)[C:35]([NH:49][C:50]2[S:51][CH:52]=[CH:53][N:54]=2)=[O:37])[CH2:29][CH2:30][CH2:31][CH2:32]1. (2) Given the reactants [Cl:1][C:2]1[C:3]2[CH:10]=[CH:9][NH:8][C:4]=2[N:5]=[CH:6][N:7]=1.[H-].[Na+].I[CH3:14], predict the reaction product. The product is: [Cl:1][C:2]1[C:3]2[CH:10]=[CH:9][N:8]([CH3:14])[C:4]=2[N:5]=[CH:6][N:7]=1. (3) Given the reactants [Cl:1][C:2]1[CH:7]=[CH:6][C:5]([C:8]2([C:13]([OH:15])=O)[CH2:12][CH2:11][O:10][CH2:9]2)=[CH:4][CH:3]=1.S(Cl)(Cl)=O.[C:20]([O:28][CH2:29][CH3:30])(=[O:27])[CH2:21][C:22]([O:24][CH2:25][CH3:26])=[O:23].[Mg+2].[Cl-].[Cl-].C([O-])(=O)CC([O-])=O.Cl, predict the reaction product. The product is: [Cl:1][C:2]1[CH:3]=[CH:4][C:5]([C:8]2([C:13]([CH:21]([C:22]([O:24][CH2:25][CH3:26])=[O:23])[C:20]([O:28][CH2:29][CH3:30])=[O:27])=[O:15])[CH2:12][CH2:11][O:10][CH2:9]2)=[CH:6][CH:7]=1. (4) Given the reactants [CH2:1]([O:4][C:5]1[CH:6]=[C:7]([CH:27]=[CH:28][C:29]=1[Cl:30])[O:8][C:9]1[CH:26]=[CH:25][C:12]([CH2:13][NH:14][C:15]2[CH:20]=[CH:19][CH:18]=[C:17]([N+:21]([O-:23])=[O:22])[C:16]=2[CH3:24])=[CH:11][CH:10]=1)[CH:2]=[CH2:3].[F:31][C:32]1[CH:39]=[C:38]([F:40])[CH:37]=[CH:36][C:33]=1[CH2:34]Br, predict the reaction product. The product is: [CH2:1]([O:4][C:5]1[CH:6]=[C:7]([CH:27]=[CH:28][C:29]=1[Cl:30])[O:8][C:9]1[CH:26]=[CH:25][C:12]([CH2:13][N:14]([CH2:34][C:33]2[CH:36]=[CH:37][C:38]([F:40])=[CH:39][C:32]=2[F:31])[C:15]2[CH:20]=[CH:19][CH:18]=[C:17]([N+:21]([O-:23])=[O:22])[C:16]=2[CH3:24])=[CH:11][CH:10]=1)[CH:2]=[CH2:3]. (5) Given the reactants [Cl:1][C:2]1[CH:3]=[N+:4]([O-:34])[CH:5]=[C:6]([Cl:33])[C:7]=1[CH2:8][C@@H:9]([C:18]1[CH:23]=[CH:22][C:21]([O:24][CH:25]([F:27])[F:26])=[C:20]([O:28][CH2:29][CH:30]2[CH2:32][CH2:31]2)[CH:19]=1)[O:10][C:11]([CH:13]1[NH:17][CH2:16][CH2:15][S:14]1)=[O:12].C([O-])([O-])=O.[K+].[K+].Br[CH2:42][C:43]([C:45]1[S:46][CH:47]=[CH:48][CH:49]=1)=[O:44], predict the reaction product. The product is: [Cl:1][C:2]1[CH:3]=[N+:4]([O-:34])[CH:5]=[C:6]([Cl:33])[C:7]=1[CH2:8][C@@H:9]([C:18]1[CH:23]=[CH:22][C:21]([O:24][CH:25]([F:27])[F:26])=[C:20]([O:28][CH2:29][CH:30]2[CH2:32][CH2:31]2)[CH:19]=1)[O:10][C:11]([CH:13]1[N:17]([CH2:42][C:43](=[O:44])[C:45]2[S:46][CH:47]=[CH:48][CH:49]=2)[CH2:16][CH2:15][S:14]1)=[O:12]. (6) Given the reactants [F:1][C:2]1[CH:18]=[CH:17][C:5]([NH:6][S:7]([C:10]2[CH:15]=[CH:14][C:13]([CH3:16])=[CH:12][CH:11]=2)(=[O:9])=[O:8])=[CH:4][CH:3]=1.[N+:19]([O-])([OH:21])=[O:20].O, predict the reaction product. The product is: [F:1][C:2]1[CH:18]=[CH:17][C:5]([NH:6][S:7]([C:10]2[CH:15]=[CH:14][C:13]([CH3:16])=[CH:12][CH:11]=2)(=[O:9])=[O:8])=[C:4]([N+:19]([O-:21])=[O:20])[CH:3]=1.